Predict the reactants needed to synthesize the given product. From a dataset of Full USPTO retrosynthesis dataset with 1.9M reactions from patents (1976-2016). (1) Given the product [O:3]=[C:4]([N:19]1[CH2:24][CH2:23][CH:22]([O:25][C:26]2[CH:31]=[CH:30][CH:29]=[C:28]([C:32]([F:33])([F:34])[F:35])[CH:27]=2)[CH2:21][CH2:20]1)[CH2:5][NH:6][C:7]([C:9]1[N:10]=[N:11][N:12]([CH:14]2[CH2:18][CH2:17][N:16]([CH3:36])[CH2:15]2)[CH:13]=1)=[O:8], predict the reactants needed to synthesize it. The reactants are: C=O.[O:3]=[C:4]([N:19]1[CH2:24][CH2:23][CH:22]([O:25][C:26]2[CH:31]=[CH:30][CH:29]=[C:28]([C:32]([F:35])([F:34])[F:33])[CH:27]=2)[CH2:21][CH2:20]1)[CH2:5][NH:6][C:7]([C:9]1[N:10]=[N:11][N:12]([CH:14]2[CH2:18][CH2:17][NH:16][CH2:15]2)[CH:13]=1)=[O:8].[C:36](O)(=O)C.N. (2) The reactants are: C(OC([N:8]([C:16]1[C:20]2[CH:21]=[C:22]([CH:35]3[CH2:37][CH2:36]3)[C:23]([CH2:25][O:26][C:27]3[CH:32]=[CH:31][C:30]([Cl:33])=[C:29]([Cl:34])[CH:28]=3)=[CH:24][C:19]=2[O:18][N:17]=1)C(=O)OC(C)(C)C)=O)(C)(C)C.FC(F)(F)C(O)=O. Given the product [CH:35]1([C:22]2[C:23]([CH2:25][O:26][C:27]3[CH:32]=[CH:31][C:30]([Cl:33])=[C:29]([Cl:34])[CH:28]=3)=[CH:24][C:19]3[O:18][N:17]=[C:16]([NH2:8])[C:20]=3[CH:21]=2)[CH2:36][CH2:37]1, predict the reactants needed to synthesize it. (3) Given the product [Br:17][C:13]1[CH:14]=[C:15]([CH3:16])[C:10]([P:9](=[O:31])([C:19]2[CH:24]=[CH:23][CH:22]=[CH:21][CH:20]=2)[C:5]2[C:6]([CH3:8])=[CH:7][C:2]([Br:1])=[C:3]([CH3:25])[CH:4]=2)=[CH:11][C:12]=1[CH3:18], predict the reactants needed to synthesize it. The reactants are: [Br:1][C:2]1[CH:7]=[C:6]([CH3:8])[C:5]([P:9]([C:19]2[CH:24]=[CH:23][CH:22]=[CH:21][CH:20]=2)[C:10]2[C:15]([CH3:16])=[CH:14][C:13]([Br:17])=[C:12]([CH3:18])[CH:11]=2)=[CH:4][C:3]=1[CH3:25].ClC1C=C(C=CC=1)C(OO)=[O:31]. (4) The reactants are: [C:1]1([C@@H:7]2[CH2:9][C@H:8]2[NH:10][C@@H:11]2[CH2:16][CH2:15][C@H:14]([NH:17]C(=O)OC(C)(C)C)[CH2:13][CH2:12]2)[CH:6]=[CH:5][CH:4]=[CH:3][CH:2]=1.[ClH:25]. Given the product [ClH:25].[C:1]1([C@@H:7]2[CH2:9][C@H:8]2[NH:10][C@H:11]2[CH2:12][CH2:13][C@@H:14]([NH2:17])[CH2:15][CH2:16]2)[CH:2]=[CH:3][CH:4]=[CH:5][CH:6]=1, predict the reactants needed to synthesize it. (5) Given the product [F:37][C:4]([F:36])([F:3])[O:5][C:6]1[CH:11]=[CH:10][C:9](/[CH:12]=[CH:13]/[C:14]2[O:15][CH:16]=[C:17]([CH2:19][O:20][C:21]3[CH:26]=[CH:25][C:24]([CH2:27][CH2:28][CH2:29][CH2:30][C:31]4[CH:35]=[N:34][N:33]([CH2:39][CH2:40][OH:41])[N:32]=4)=[CH:23][CH:22]=3)[N:18]=2)=[CH:8][CH:7]=1, predict the reactants needed to synthesize it. The reactants are: [H-].[Na+].[F:3][C:4]([F:37])([F:36])[O:5][C:6]1[CH:11]=[CH:10][C:9](/[CH:12]=[CH:13]/[C:14]2[O:15][CH:16]=[C:17]([CH2:19][O:20][C:21]3[CH:26]=[CH:25][C:24]([CH2:27][CH2:28][CH2:29][CH2:30][C:31]4[N:32]=[N:33][NH:34][CH:35]=4)=[CH:23][CH:22]=3)[N:18]=2)=[CH:8][CH:7]=1.Br[CH2:39][CH2:40][OH:41]. (6) Given the product [CH3:16][N:17]1[C@@H:34]2[CH2:35][C:22]3[CH:23]=[CH:24][C:25]([O:37][CH3:38])=[C:26]4[O:27][C@H:28]5[C:29]([CH2:31][CH2:32][C@:33]2([OH:36])[C@:20]5([C:21]=34)[CH2:19][CH2:18]1)=[O:30].[OH:3][C:2]([CH:4]([C:6]1[CH:7]=[CH:8][C:9]([CH2:10][CH:11]([CH3:12])[CH3:13])=[CH:14][CH:15]=1)[CH3:5])=[O:1], predict the reactants needed to synthesize it. The reactants are: [OH:1][C:2]([CH:4]([C:6]1[CH:15]=[CH:14][C:9]([CH2:10][CH:11]([CH3:13])[CH3:12])=[CH:8][CH:7]=1)[CH3:5])=[O:3].[CH3:16][N:17]1[C@@H:34]2[CH2:35][C:22]3[CH:23]=[CH:24][C:25]([O:37][CH3:38])=[C:26]4[O:27][C@H:28]5[C:29]([CH2:31][CH2:32][C@:33]2([OH:36])[C@:20]5([C:21]=34)[CH2:19][CH2:18]1)=[O:30].Cl.C=CN1C(=O)CCC1. (7) Given the product [N:46]([CH2:22][C:23]1[C:32]([C:33]2[CH:38]=[CH:37][CH:36]=[CH:35][C:34]=2[Cl:39])=[N:31][C:30]2[C:25](=[CH:26][CH:27]=[CH:28][C:29]=2[Cl:40])[N:24]=1)=[N+:47]=[N-:48], predict the reactants needed to synthesize it. The reactants are: BrCC1C(C2C=CC=CC=2Cl)=NC2C(N=1)=C(Cl)C=CC=2.Br[CH2:22][C:23]1[C:32]([C:33]2[CH:38]=[CH:37][CH:36]=[CH:35][C:34]=2[Cl:39])=[N:31][C:30]2[C:25](=[CH:26][CH:27]=[CH:28][C:29]=2[Cl:40])[N:24]=1.CN(C=O)C.[N-:46]=[N+:47]=[N-:48].[Na+].